Predict the reaction yield, written as a fraction of the theoretical maximum amount of product (1.0 means a 100% yield; for example, 0.34 means a 34% yield). From a dataset of Reaction yield outcomes from USPTO patents with 853,638 reactions. (1) The reactants are [CH3:1][S:2](Cl)(=[O:4])=[O:3].[C:6]([C:8]1[CH:26]=[CH:25][C:11]([O:12][CH2:13][CH:14]([OH:24])[CH2:15][NH:16][C:17](=[O:23])[O:18][C:19]([CH3:22])([CH3:21])[CH3:20])=[CH:10][CH:9]=1)#[N:7].O.C(Cl)Cl. The catalyst is CN(C)C1C=CN=CC=1.N1C=CC=CC=1. The product is [CH3:1][S:2]([O:24][CH:14]([CH2:13][O:12][C:11]1[CH:10]=[CH:9][C:8]([C:6]#[N:7])=[CH:26][CH:25]=1)[CH2:15][NH:16][C:17]([O:18][C:19]([CH3:20])([CH3:21])[CH3:22])=[O:23])(=[O:4])=[O:3]. The yield is 1.00. (2) The reactants are [N+:1]([C:4]1[CH:9]=[CH:8][CH:7]=[CH:6][C:5]=1[S:10](Cl)(=[O:12])=[O:11])([O-:3])=[O:2].Cl.[CH3:15][O:16][NH2:17].O.Cl. The catalyst is N1C=CC=CC=1. The product is [CH3:15][O:16][NH:17][S:10]([C:5]1[CH:6]=[CH:7][CH:8]=[CH:9][C:4]=1[N+:1]([O-:3])=[O:2])(=[O:12])=[O:11]. The yield is 0.870. (3) The reactants are [F:1][C:2]1([F:11])[O:6][C:5]2[CH:7]=[CH:8][CH:9]=[CH:10][C:4]=2[O:3]1.C([Li])CCC.FC(Cl)(Cl)C([Cl:22])(F)F. The catalyst is O1CCCC1. The product is [Cl:22][C:10]1[C:4]2[O:3][C:2]([F:1])([F:11])[O:6][C:5]=2[CH:7]=[CH:8][CH:9]=1. The yield is 0.748. (4) The reactants are [NH2:1][CH2:2][CH2:3][C:4]1[C:12]2[C:7](=[CH:8][CH:9]=[CH:10][CH:11]=2)[NH:6][CH:5]=1.[C:13]([C:15]1[CH:22]=[CH:21][C:18]([CH:19]=O)=[CH:17][CH:16]=1)#[N:14].[BH4-].[Na+]. The catalyst is CO. The product is [NH:6]1[C:7]2[C:12](=[CH:11][CH:10]=[CH:9][CH:8]=2)[C:4]([CH2:3][CH2:2][NH:1][CH2:19][C:18]2[CH:21]=[CH:22][C:15]([C:13]#[N:14])=[CH:16][CH:17]=2)=[CH:5]1. The yield is 1.00. (5) The reactants are [CH2:1]([O:4][C:5]1[CH:6]=[C:7]([C:11](=O)[CH3:12])[CH:8]=[CH:9][CH:10]=1)[CH:2]=[CH2:3].[NH2:14][C:15]1[S:16]/[C:17](=[CH:21]\[C:22]2[CH:27]=[C:26]([O:28][CH3:29])[C:25]([OH:30])=[C:24]([Cl:31])[CH:23]=2)/[C:18](=[O:20])[N:19]=1. No catalyst specified. The product is [Cl:31][C:24]1[CH:23]=[C:22](/[CH:21]=[C:17]2/[C:18](=[O:20])[N:19]3[CH:12]=[C:11]([C:7]4[CH:8]=[CH:9][CH:10]=[C:5]([O:4][CH2:1][CH:2]=[CH2:3])[CH:6]=4)[N:14]=[C:15]3[S:16]/2)[CH:27]=[C:26]([O:28][CH3:29])[C:25]=1[OH:30]. The yield is 0.160. (6) The reactants are [O:1]=[C:2]1[NH:6][N:5]=[C:4]([C:7]2[N:8]=[C:9]([O:17][CH2:18][C@H:19]3[CH2:23][CH2:22][CH2:21][N:20]3C(OC(C)(C)C)=O)[C:10]3[C:15]([CH:16]=2)=[CH:14][CH:13]=[CH:12][CH:11]=3)[NH:3]1.C(O)(C(F)(F)F)=O. The catalyst is C(Cl)Cl. The product is [NH:20]1[CH2:21][CH2:22][CH2:23][C@@H:19]1[CH2:18][O:17][C:9]1[C:10]2[C:15](=[CH:14][CH:13]=[CH:12][CH:11]=2)[CH:16]=[C:7]([C:4]2[NH:3][C:2](=[O:1])[NH:6][N:5]=2)[N:8]=1. The yield is 0.0150. (7) The reactants are [CH3:1][N:2]1[CH:10]=[C:9]2[C:4]([C:5]([C:11]#[N:12])=[CH:6][CH:7]=[CH:8]2)=[N:3]1. The catalyst is CO.N.[Ni]. The product is [CH3:1][N:2]1[CH:10]=[C:9]2[C:4]([C:5]([CH2:11][NH2:12])=[CH:6][CH:7]=[CH:8]2)=[N:3]1. The yield is 1.00.